From a dataset of NCI-60 drug combinations with 297,098 pairs across 59 cell lines. Regression. Given two drug SMILES strings and cell line genomic features, predict the synergy score measuring deviation from expected non-interaction effect. (1) Drug 1: CC1C(C(CC(O1)OC2CC(CC3=C2C(=C4C(=C3O)C(=O)C5=C(C4=O)C(=CC=C5)OC)O)(C(=O)CO)O)N)O.Cl. Drug 2: C1=CC(=C2C(=C1NCCNCCO)C(=O)C3=C(C=CC(=C3C2=O)O)O)NCCNCCO. Cell line: SF-539. Synergy scores: CSS=55.4, Synergy_ZIP=4.14, Synergy_Bliss=1.81, Synergy_Loewe=-0.0337, Synergy_HSA=3.96. (2) Drug 1: C1=NC2=C(N=C(N=C2N1C3C(C(C(O3)CO)O)O)F)N. Drug 2: CNC(=O)C1=NC=CC(=C1)OC2=CC=C(C=C2)NC(=O)NC3=CC(=C(C=C3)Cl)C(F)(F)F. Cell line: OVCAR-8. Synergy scores: CSS=29.5, Synergy_ZIP=1.26, Synergy_Bliss=1.88, Synergy_Loewe=-28.4, Synergy_HSA=1.12. (3) Drug 1: CC1=C(C=C(C=C1)C(=O)NC2=CC(=CC(=C2)C(F)(F)F)N3C=C(N=C3)C)NC4=NC=CC(=N4)C5=CN=CC=C5. Drug 2: C1=NC2=C(N=C(N=C2N1C3C(C(C(O3)CO)O)F)Cl)N. Cell line: SK-MEL-5. Synergy scores: CSS=11.5, Synergy_ZIP=-3.95, Synergy_Bliss=0.206, Synergy_Loewe=-10.6, Synergy_HSA=1.58. (4) Drug 1: CN1C2=C(C=C(C=C2)N(CCCl)CCCl)N=C1CCCC(=O)O.Cl. Drug 2: COC1=C2C(=CC3=C1OC=C3)C=CC(=O)O2. Cell line: SNB-19. Synergy scores: CSS=0.662, Synergy_ZIP=3.50, Synergy_Bliss=7.56, Synergy_Loewe=1.13, Synergy_HSA=0.809. (5) Drug 1: CC1CCC2CC(C(=CC=CC=CC(CC(C(=O)C(C(C(=CC(C(=O)CC(OC(=O)C3CCCCN3C(=O)C(=O)C1(O2)O)C(C)CC4CCC(C(C4)OC)O)C)C)O)OC)C)C)C)OC. Drug 2: CC1C(C(CC(O1)OC2CC(CC3=C2C(=C4C(=C3O)C(=O)C5=C(C4=O)C(=CC=C5)OC)O)(C(=O)CO)O)N)O.Cl. Cell line: 786-0. Synergy scores: CSS=53.5, Synergy_ZIP=6.14, Synergy_Bliss=8.61, Synergy_Loewe=11.9, Synergy_HSA=11.6. (6) Drug 1: C1CCC(C(C1)N)N.C(=O)(C(=O)[O-])[O-].[Pt+4]. Drug 2: CC1C(C(CC(O1)OC2CC(CC3=C2C(=C4C(=C3O)C(=O)C5=C(C4=O)C(=CC=C5)OC)O)(C(=O)CO)O)N)O.Cl. Cell line: HT29. Synergy scores: CSS=49.2, Synergy_ZIP=-7.29, Synergy_Bliss=-8.39, Synergy_Loewe=-6.25, Synergy_HSA=-4.24. (7) Drug 1: C1=C(C(=O)NC(=O)N1)F. Drug 2: C1=CN(C(=O)N=C1N)C2C(C(C(O2)CO)O)O.Cl. Cell line: HS 578T. Synergy scores: CSS=43.5, Synergy_ZIP=-2.67, Synergy_Bliss=2.72, Synergy_Loewe=5.36, Synergy_HSA=8.05.